This data is from Full USPTO retrosynthesis dataset with 1.9M reactions from patents (1976-2016). The task is: Predict the reactants needed to synthesize the given product. (1) The reactants are: [CH3:1][C:2]1[CH:3]=[CH:4][C:5]([C:8]2[CH:9]=[C:10]([CH:15]=[C:16]([C:18]([N:20]3[CH2:24][CH2:23][CH2:22][CH2:21]3)=[O:19])[CH:17]=2)[C:11]([O:13]C)=[O:12])=[N:6][CH:7]=1.CO.[OH-].[Na+]. Given the product [CH3:1][C:2]1[CH:3]=[CH:4][C:5]([C:8]2[CH:9]=[C:10]([CH:15]=[C:16]([C:18]([N:20]3[CH2:24][CH2:23][CH2:22][CH2:21]3)=[O:19])[CH:17]=2)[C:11]([OH:13])=[O:12])=[N:6][CH:7]=1, predict the reactants needed to synthesize it. (2) Given the product [C:18]1([C:27]2[CH:28]=[CH:29][CH:30]=[CH:31][CH:32]=2)[CH:19]=[CH:20][C:21]([CH2:24][CH:25]([OH:26])[CH2:14][C:13]([O:16][CH3:17])=[O:15])=[CH:22][CH:23]=1, predict the reactants needed to synthesize it. The reactants are: C(NC(C)C)(C)C.[Li]CCCC.[C:13]([O:16][CH3:17])(=[O:15])[CH3:14].[C:18]1([C:27]2[CH:32]=[CH:31][CH:30]=[CH:29][CH:28]=2)[CH:23]=[CH:22][C:21]([CH2:24][CH:25]=[O:26])=[CH:20][CH:19]=1. (3) Given the product [O:48]=[C:39]1[C:40]2[C:45](=[CH:44][CH:43]=[CH:42][CH:41]=2)[C:46](=[O:47])[N:38]1[CH2:37][CH2:36][O:34][C:22]1[CH:23]=[CH:24][C:25]([C:27](=[O:33])[NH:28][CH2:29][CH:30]([CH3:32])[CH3:31])=[CH:26][C:21]=1[C:18]1[CH:19]=[CH:20][C:10]2[O:9][C:8]([C:5]3[CH:4]=[CH:3][C:2]([F:1])=[CH:7][CH:6]=3)=[C:12]([C:13]([NH:15][CH3:16])=[O:14])[C:11]=2[CH:17]=1, predict the reactants needed to synthesize it. The reactants are: [F:1][C:2]1[CH:7]=[CH:6][C:5]([C:8]2[O:9][C:10]3[CH:20]=[CH:19][C:18]([C:21]4[CH:26]=[C:25]([C:27](=[O:33])[NH:28][CH2:29][CH:30]([CH3:32])[CH3:31])[CH:24]=[CH:23][C:22]=4[OH:34])=[CH:17][C:11]=3[C:12]=2[C:13]([NH:15][CH3:16])=[O:14])=[CH:4][CH:3]=1.Br[CH2:36][CH2:37][N:38]1[C:46](=[O:47])[C:45]2[C:40](=[CH:41][CH:42]=[CH:43][CH:44]=2)[C:39]1=[O:48].C1CCN2C(=NCCC2)CC1. (4) Given the product [I:17][C:15]1[CH:14]=[CH:13][C:12]([O:18][CH3:19])=[C:11]([CH2:10][C:9]([NH:8][C@H:4]([C:1]([OH:3])=[O:22])[CH:5]([CH3:7])[CH3:6])=[O:20])[CH:16]=1, predict the reactants needed to synthesize it. The reactants are: [C:1]([C@@H:4]([NH:8][C:9](=[O:20])[CH2:10][C:11]1[CH:16]=[C:15]([I:17])[CH:14]=[CH:13][C:12]=1[O:18][CH3:19])[CH:5]([CH3:7])[CH3:6])(=[O:3])C.C(O)(C(F)(F)F)=[O:22]. (5) Given the product [N:34]([CH:19]([C:10]1[C:9]([C:4]2[CH:3]=[C:2]([F:1])[CH:7]=[C:6]([F:8])[CH:5]=2)=[C:18]2[C:13]([CH:14]=[CH:15][CH:16]=[N:17]2)=[CH:12][CH:11]=1)[CH3:20])=[N+:35]=[N-:36], predict the reactants needed to synthesize it. The reactants are: [F:1][C:2]1[CH:3]=[C:4]([C:9]2[C:10]([CH:19](O)[CH3:20])=[CH:11][CH:12]=[C:13]3[C:18]=2[N:17]=[CH:16][CH:15]=[CH:14]3)[CH:5]=[C:6]([F:8])[CH:7]=1.C(N(CC)CC)C.CS(Cl)(=O)=O.[N-:34]=[N+:35]=[N-:36].[Na+]. (6) Given the product [N:9]1([CH2:42][C:32]2[N:30]3[CH:31]=[C:26]([Cl:25])[CH:27]=[C:28]([Cl:44])[C:29]3=[N:34][C:33]=2[C:35]2[CH:40]=[CH:39][C:38]([CH3:41])=[CH:37][CH:36]=2)[CH:8]=[CH:7][CH:6]=[N:1]1, predict the reactants needed to synthesize it. The reactants are: [N:1]1([CH2:6][C:7]2N3C=C(C)C=CC3=[N:9][C:8]=2C2C=CC(C)=CC=2)C=CN=C1.Cl.[Cl:25][C:26]1[CH:27]=[C:28]([Cl:44])[C:29]2[N:30]([C:32]([CH2:42]Cl)=[C:33]([C:35]3[CH:40]=[CH:39][C:38]([CH3:41])=[CH:37][CH:36]=3)[N:34]=2)[CH:31]=1.N1C=CC=N1. (7) The reactants are: [Br:1][C:2]1[CH:3]=[CH:4][C:5]([CH3:10])=[C:6]([CH:9]=1)[CH:7]=[O:8].[CH3:11][Mg]Cl. Given the product [Br:1][C:2]1[CH:3]=[CH:4][C:5]([CH3:10])=[C:6]([CH:7]([OH:8])[CH3:11])[CH:9]=1, predict the reactants needed to synthesize it. (8) Given the product [Cl:1][C:2]1[CH:45]=[CH:44][C:5](/[CH:6]=[N:7]/[NH:8][C:9]([C:11]2[CH:16]=[C:15]([N:17]3[CH2:22][CH2:21][CH2:20][CH2:19][CH2:18]3)[CH:14]=[CH:13][C:12]=2[NH:23][C:24]([C:26]2[CH:27]=[C:28]([CH:41]=[CH:42][CH:43]=2)[CH2:29][N:30]2[CH2:31][CH2:32][CH:33]([C:36]([OH:38])=[O:37])[CH2:34][CH2:35]2)=[O:25])=[O:10])=[CH:4][C:3]=1[C:46]([F:49])([F:47])[F:48], predict the reactants needed to synthesize it. The reactants are: [Cl:1][C:2]1[CH:45]=[CH:44][C:5](/[CH:6]=[N:7]/[NH:8][C:9]([C:11]2[CH:16]=[C:15]([N:17]3[CH2:22][CH2:21][CH2:20][CH2:19][CH2:18]3)[CH:14]=[CH:13][C:12]=2[NH:23][C:24]([C:26]2[CH:27]=[C:28]([CH:41]=[CH:42][CH:43]=2)[CH2:29][N:30]2[CH2:35][CH2:34][CH:33]([C:36]([O:38]CC)=[O:37])[CH2:32][CH2:31]2)=[O:25])=[O:10])=[CH:4][C:3]=1[C:46]([F:49])([F:48])[F:47].O.[OH-].[Li+].Cl. (9) Given the product [CH3:38][O:37][C:35]([NH:28][S:27]([C:22]1[CH:23]=[CH:24][CH:25]=[CH:26][C:21]=1[C:18]1[CH:19]=[CH:20][C:15]([CH2:14][N:8]2[C:9]([CH2:11][CH2:12][CH3:13])=[CH:10][C:6]([C:4]([OH:3])=[O:5])=[N:7]2)=[CH:16][CH:17]=1)(=[O:30])=[O:29])=[O:36], predict the reactants needed to synthesize it. The reactants are: C([O:3][C:4]([C:6]1[CH:10]=[C:9]([CH2:11][CH2:12][CH3:13])[N:8]([CH2:14][C:15]2[CH:20]=[CH:19][C:18]([C:21]3[CH:26]=[CH:25][CH:24]=[CH:23][C:22]=3[S:27](=[O:30])(=[O:29])[NH2:28])=[CH:17][CH:16]=2)[N:7]=1)=[O:5])C.C(Cl)Cl.Cl[C:35]([O:37][CH3:38])=[O:36].CCN(C(C)C)C(C)C.[Li+].[OH-].O. (10) Given the product [NH3:1].[CH3:8][C:6]1[CH:5]=[CH:4][N:3]2[CH:15]=[CH:16][N:1]=[C:2]2[CH:7]=1, predict the reactants needed to synthesize it. The reactants are: [NH2:1][C:2]1[CH:7]=[C:6]([CH3:8])[CH:5]=[CH:4][N:3]=1.C(=O)([O-])O.[Na+].Cl[CH2:15][CH:16]=O.